From a dataset of Reaction yield outcomes from USPTO patents with 853,638 reactions. Predict the reaction yield, written as a fraction of the theoretical maximum amount of product (1.0 means a 100% yield; for example, 0.34 means a 34% yield). The reactants are C([O:9][CH:10]([C:27]([NH:29][C@@H:30]([C:32]1[CH:37]=[CH:36][CH:35]=[CH:34][CH:33]=1)[CH3:31])=[O:28])[C@@H:11]([NH:16]C(OCC1C=CC=CC=1)=O)[CH2:12][CH2:13][CH2:14][CH3:15])(=O)C1C=CC=CC=1.[OH-].[Na+]. The catalyst is O1CCOCC1.O. The product is [NH2:16][C@@H:11]([CH2:12][CH2:13][CH2:14][CH3:15])[CH:10]([OH:9])[C:27]([NH:29][C@@H:30]([C:32]1[CH:33]=[CH:34][CH:35]=[CH:36][CH:37]=1)[CH3:31])=[O:28]. The yield is 0.950.